This data is from Forward reaction prediction with 1.9M reactions from USPTO patents (1976-2016). The task is: Predict the product of the given reaction. (1) The product is: [CH:25]([O:24][C:22]([C:20]1[N:19]([CH:6]2[C:5]3[C:10](=[CH:11][CH:12]=[C:3]([O:2][CH3:1])[CH:4]=3)[C:9](=[O:13])[CH2:8][C:7]2([CH3:15])[CH3:14])[CH:18]=[N:17][CH:21]=1)=[O:23])([CH3:27])[CH3:26]. Given the reactants [CH3:1][O:2][C:3]1[CH:4]=[C:5]2[C:10](=[CH:11][CH:12]=1)[C:9](=[O:13])[CH2:8][C:7]([CH3:15])([CH3:14])[CH:6]2O.[NH:17]1[CH:21]=[C:20]([C:22]([O:24][CH:25]([CH3:27])[CH3:26])=[O:23])[N:19]=[CH:18]1.C1(P(C2C=CC=CC=2)C2C=CC=CC=2)C=CC=CC=1.N(C(OC)=O)=NC(OC)=O, predict the reaction product. (2) Given the reactants [CH3:1][N:2]([CH3:7])[CH:3]1[CH2:6][NH:5][CH2:4]1.C(N(CC)CC)C.[C:15](=O)([O:21]C(OC(C)(C)C)=O)[O:16][C:17]([CH3:20])([CH3:19])[CH3:18], predict the reaction product. The product is: [CH3:1][N:2]([CH3:7])[CH:3]1[CH2:6][N:5]([C:15]([O:16][C:17]([CH3:20])([CH3:19])[CH3:18])=[O:21])[CH2:4]1. (3) Given the reactants [CH:1]1[CH:2]=[CH:3][C:4]2[NH:11][C:9](=[O:10])[CH:8]=[C:7]([CH2:12][CH:13]([NH:17][C:18]([C:20]3[CH:21]=[CH:22][C:23]([Cl:26])=[CH:24][CH:25]=3)=[O:19])[C:14]([OH:16])=[O:15])[C:5]=2[CH:6]=1.[CH3:27][C:28]1[N:29]=[CH:30][S:31][C:32]=1[CH2:33][CH2:34]O, predict the reaction product. The product is: [Cl:26][C:23]1[CH:24]=[CH:25][C:20]([C:18]([NH:17][CH:13]([CH2:12][C:7]2[C:5]3[C:4](=[CH:3][CH:2]=[CH:1][CH:6]=3)[NH:11][C:9](=[O:10])[CH:8]=2)[C:14]([O:16][CH2:34][CH2:33][C:32]2[S:31][CH:30]=[N:29][C:28]=2[CH3:27])=[O:15])=[O:19])=[CH:21][CH:22]=1. (4) Given the reactants [CH3:1][O:2][C:3]([C:5]1([CH2:9][NH:10][CH:11]2[CH2:15][CH2:14][CH2:13][CH2:12]2)[CH2:8][CH2:7][CH2:6]1)=[O:4].[Cl:16][C:17]1[N:22]=[C:21](Cl)[C:20]([N+:24]([O-:26])=[O:25])=[CH:19][N:18]=1.C([O-])([O-])=O.[K+].[K+], predict the reaction product. The product is: [CH3:1][O:2][C:3]([C:5]1([CH2:9][N:10]([C:19]2[C:20]([N+:24]([O-:26])=[O:25])=[CH:21][N:22]=[C:17]([Cl:16])[N:18]=2)[CH:11]2[CH2:15][CH2:14][CH2:13][CH2:12]2)[CH2:8][CH2:7][CH2:6]1)=[O:4]. (5) Given the reactants [S:1]1[CH:5]=[C:4]([C:6]([CH3:12])([CH3:11])[C:7]([O:9]C)=[O:8])[C:3]2[CH:13]=[CH:14][CH:15]=[CH:16][C:2]1=2.BrC1C=CC(C(C)(C)C(OCC)=O)=CC=1, predict the reaction product. The product is: [S:1]1[CH:5]=[C:4]([C:6]([CH3:12])([CH3:11])[C:7]([OH:9])=[O:8])[C:3]2[CH:13]=[CH:14][CH:15]=[CH:16][C:2]1=2. (6) The product is: [O:15]([CH2:14][C@@H:13]([O:22][Si:23]([CH2:26][CH3:27])([CH2:24][CH3:25])[CH2:28][CH3:29])[CH2:12][N:11]([C:30]([O:32][C:33]([CH3:35])([CH3:34])[CH3:36])=[O:31])[CH:9]1[CH2:8][CH2:7][CH2:6][C:5]2[CH:37]=[CH:38][C:2]([O:1][C:44](=[O:47])[NH2:39])=[CH:3][C:4]=2[CH2:10]1)[C:16]1[CH:17]=[CH:18][CH:19]=[CH:20][CH:21]=1. Given the reactants [OH:1][C:2]1[CH:38]=[CH:37][C:5]2[CH2:6][CH2:7][CH2:8][CH:9]([N:11]([C:30]([O:32][C:33]([CH3:36])([CH3:35])[CH3:34])=[O:31])[CH2:12][C@H:13]([O:22][Si:23]([CH2:28][CH3:29])([CH2:26][CH3:27])[CH2:24][CH3:25])[CH2:14][O:15][C:16]3[CH:21]=[CH:20][CH:19]=[CH:18][CH:17]=3)[CH2:10][C:4]=2[CH:3]=1.[N:39]1[CH:44]=CC=CC=1.ClC(OC1C=CC([N+]([O-])=O)=CC=1)=[O:47].N, predict the reaction product. (7) Given the reactants Br[C:2]1[CH:3]=[C:4]([C:13]2[O:14][C:15]3[CH:21]=[C:20]([O:22][CH2:23][C@@H:24]([NH:26][C:27](=[O:33])[O:28][C:29]([CH3:32])([CH3:31])[CH3:30])[CH3:25])[CH:19]=[CH:18][C:16]=3[N:17]=2)[CH:5]=[CH:6][C:7]=1[O:8][CH2:9][CH:10]1[CH2:12][CH2:11]1.[CH3:34][N:35](C=O)C, predict the reaction product. The product is: [C:34]([C:2]1[CH:3]=[C:4]([C:13]2[O:14][C:15]3[CH:21]=[C:20]([O:22][CH2:23][C@@H:24]([NH:26][C:27](=[O:33])[O:28][C:29]([CH3:31])([CH3:30])[CH3:32])[CH3:25])[CH:19]=[CH:18][C:16]=3[N:17]=2)[CH:5]=[CH:6][C:7]=1[O:8][CH2:9][CH:10]1[CH2:11][CH2:12]1)#[N:35]. (8) Given the reactants C(Cl)(=O)C(Cl)=O.CS(C)=O.[CH3:11][C:12]1([CH3:30])[CH2:20][CH2:19][C:18]([CH3:22])([CH3:21])[C:17]2[CH2:16][C:15]([CH2:28][OH:29])([CH2:23][CH2:24][CH2:25][CH2:26][CH3:27])[CH2:14][C:13]1=2.C(N(CC)CC)C, predict the reaction product. The product is: [CH3:21][C:18]1([CH3:22])[CH2:19][CH2:20][C:12]([CH3:11])([CH3:30])[C:13]2[CH2:14][C:15]([CH2:23][CH2:24][CH2:25][CH2:26][CH3:27])([CH:28]=[O:29])[CH2:16][C:17]1=2. (9) Given the reactants Br[CH2:2][C:3]1[C:13]([Cl:14])=[N:12][CH:11]=[CH:10][C:4]=1[C:5]([O:7]CC)=O.Cl.[F:16][CH:17]([F:30])[CH2:18][O:19][C:20]1[N:25]=[CH:24][C:23]([CH:26]([NH2:28])[CH3:27])=[CH:22][C:21]=1[CH3:29], predict the reaction product. The product is: [Cl:14][C:13]1[C:3]2[CH2:2][N:28]([CH:26]([C:23]3[CH:24]=[N:25][C:20]([O:19][CH2:18][CH:17]([F:30])[F:16])=[C:21]([CH3:29])[CH:22]=3)[CH3:27])[C:5](=[O:7])[C:4]=2[CH:10]=[CH:11][N:12]=1.